This data is from Full USPTO retrosynthesis dataset with 1.9M reactions from patents (1976-2016). The task is: Predict the reactants needed to synthesize the given product. Given the product [NH:25]1[CH2:24][CH2:23][CH:22]([S:19]([C:12]2[CH:11]=[CH:10][C:9]([OH:8])=[C:18]3[C:13]=2[CH:14]=[CH:15][CH:16]=[N:17]3)(=[O:21])=[O:20])[CH2:27][CH2:26]1, predict the reactants needed to synthesize it. The reactants are: C([O:8][C:9]1[CH:10]=[CH:11][C:12]([S:19]([CH:22]2[CH2:27][CH2:26][N:25](C(OC(C)(C)C)=O)[CH2:24][CH2:23]2)(=[O:21])=[O:20])=[C:13]2[C:18]=1[N:17]=[CH:16][CH:15]=[CH:14]2)C1C=CC=CC=1.